This data is from Catalyst prediction with 721,799 reactions and 888 catalyst types from USPTO. The task is: Predict which catalyst facilitates the given reaction. (1) The catalyst class is: 165. Product: [CH3:26][CH:27]([CH3:29])[CH2:28][C:4](=[O:24])[CH2:5][CH2:6][CH2:7][N:8]1[C:20]2[C:19]3[CH:18]=[CH:17][CH:16]=[CH:15][C:14]=3[N:13]=[CH:12][C:11]=2[N:10]=[C:9]1[CH2:21][CH2:22][CH3:23]. Reactant: CON(C)[C:4](=[O:24])[CH2:5][CH2:6][CH2:7][N:8]1[C:20]2[C:19]3[CH:18]=[CH:17][CH:16]=[CH:15][C:14]=3[N:13]=[CH:12][C:11]=2[N:10]=[C:9]1[CH2:21][CH2:22][CH3:23].[CH2:26]([Mg]Cl)[CH:27]([CH3:29])[CH3:28]. (2) Reactant: [CH2:1]([N:8]1[CH2:13][CH2:12][N:11]2[C:14]([CH2:17][NH:18]CC3C=CC(OC)=CC=3OC)=[N:15][CH:16]=[C:10]2[CH2:9]1)[C:2]1[CH:7]=[CH:6][CH:5]=[CH:4][CH:3]=1.[C:30]([OH:36])([C:32]([F:35])([F:34])[F:33])=[O:31].C([SiH](CC)CC)C. Product: [F:33][C:32]([F:35])([F:34])[C:30]([OH:36])=[O:31].[CH2:1]([N:8]1[CH2:13][CH2:12][N:11]2[C:14]([CH2:17][NH2:18])=[N:15][CH:16]=[C:10]2[CH2:9]1)[C:2]1[CH:7]=[CH:6][CH:5]=[CH:4][CH:3]=1. The catalyst class is: 2. (3) Reactant: [NH2:1][C:2]1[C:7]([C:8]([C:10]2[CH:15]=[CH:14][CH:13]=[C:12]([F:16])[CH:11]=2)=[O:9])=[CH:6][N:5]=[C:4](S(CC)(=O)=O)[N:3]=1.[CH3:22][N:23]1[CH2:28][CH2:27][N:26]([C:29]2[CH:35]=[CH:34][C:32]([NH2:33])=[CH:31][CH:30]=2)[CH2:25][CH2:24]1.O.C1(C)C=CC(S(O)(=O)=O)=CC=1. Product: [NH2:1][C:2]1[C:7]([C:8]([C:10]2[CH:15]=[CH:14][CH:13]=[C:12]([F:16])[CH:11]=2)=[O:9])=[CH:6][N:5]=[C:4]([NH:33][C:32]2[CH:31]=[CH:30][C:29]([N:26]3[CH2:25][CH2:24][N:23]([CH3:22])[CH2:28][CH2:27]3)=[CH:35][CH:34]=2)[N:3]=1. The catalyst class is: 32. (4) Reactant: [F:1][C:2]([F:9])([F:8])[C:3]1([OH:7])[CH2:6][O:5][CH2:4]1.[C:10](=O)([O:23]C1C(F)=C(F)C(F)=C(F)C=1F)[O:11][C:12]1[C:17]([F:18])=[C:16]([F:19])[C:15]([F:20])=[C:14]([F:21])[C:13]=1[F:22].CC#N.C(N(CC)CC)C. Product: [C:10](=[O:23])([O:7][C:3]1([C:2]([F:9])([F:8])[F:1])[CH2:6][O:5][CH2:4]1)[O:11][C:12]1[C:13]([F:22])=[C:14]([F:21])[C:15]([F:20])=[C:16]([F:19])[C:17]=1[F:18]. The catalyst class is: 1. (5) Reactant: [Br:1][C:2]1[CH:11]=[CH:10][C:9]2[N:8]=[CH:7][C:6]3[NH:12][C:13](=[O:15])[O:14][C:5]=3[C:4]=2[CH:3]=1.[CH3:16]N(C)C=O.[H-].[Na+].IC. Product: [Br:1][C:2]1[CH:11]=[CH:10][C:9]2[N:8]=[CH:7][C:6]3[N:12]([CH3:16])[C:13](=[O:15])[O:14][C:5]=3[C:4]=2[CH:3]=1. The catalyst class is: 13. (6) Reactant: [NH:1]([C:13]([O:15][CH2:16][C:17]1[CH:22]=[CH:21][CH:20]=[CH:19][CH:18]=1)=[O:14])[C@@H:2]([C:8]([O:10][CH2:11][CH3:12])=[O:9])[CH2:3][CH2:4][C:5](=[O:7])O.ON1C(=O)CCC1=O.CCN=C=NCCCN(C)C.Cl.Cl.[NH2:44][C@@H:45]([C:56]([OH:58])=[O:57])[CH2:46][C:47]1[C:55]2[C:50](=[CH:51][CH:52]=[CH:53][CH:54]=2)[NH:49][CH:48]=1. Product: [NH:1]([C:13]([O:15][CH2:16][C:17]1[CH:22]=[CH:21][CH:20]=[CH:19][CH:18]=1)=[O:14])[C@@H:2]([C:8]([O:10][CH2:11][CH3:12])=[O:9])[CH2:3][CH2:4][C:5]([NH:44][C@@H:45]([C:56]([OH:58])=[O:57])[CH2:46][C:47]1[C:55]2[C:50](=[CH:51][CH:52]=[CH:53][CH:54]=2)[NH:49][CH:48]=1)=[O:7]. The catalyst class is: 3. (7) Reactant: [CH3:1][O:2][C:3]([C:5]1[CH:10]=[CH:9][CH:8]=[CH:7][C:6]=1[S:11][CH2:12][CH2:13][C:14]1[CH:24]=[CH:23][C:17]([O:18][CH2:19][C:20]([OH:22])=O)=[CH:16][CH:15]=1)=[O:4].[Cl:25][C:26]1[CH:35]=[CH:34][CH:33]=[CH:32][C:27]=1[CH2:28][NH:29][CH2:30][CH3:31].F[B-](F)(F)F.N1(OC(N(C)C)=[N+](C)C)C2C=CC=CC=2N=N1.C(N(C(C)C)C(C)C)C. Product: [Cl:25][C:26]1[CH:35]=[CH:34][CH:33]=[CH:32][C:27]=1[CH2:28][N:29]([CH2:30][CH3:31])[C:20](=[O:22])[CH2:19][O:18][C:17]1[CH:16]=[CH:15][C:14]([CH2:13][CH2:12][S:11][C:6]2[CH:7]=[CH:8][CH:9]=[CH:10][C:5]=2[C:3]([O:2][CH3:1])=[O:4])=[CH:24][CH:23]=1. The catalyst class is: 2. (8) Reactant: [CH3:1][O:2][C:3]1[CH:4]=[C:5]([C:11](=O)[CH:12]=[C:13]([CH3:15])[CH3:14])[CH:6]=[CH:7][C:8]=1[O:9][CH3:10].O.[NH2:18][NH2:19]. The catalyst class is: 14. Product: [CH3:1][O:2][C:3]1[CH:4]=[C:5]([C:11]2[CH2:12][C:13]([CH3:15])([CH3:14])[NH:19][N:18]=2)[CH:6]=[CH:7][C:8]=1[O:9][CH3:10].